This data is from Full USPTO retrosynthesis dataset with 1.9M reactions from patents (1976-2016). The task is: Predict the reactants needed to synthesize the given product. (1) Given the product [CH2:31]([O:30][C:28]([C:27]1[N:23]=[C:21]([NH:20][C@H:6]([CH2:7][C:8]2[CH:13]=[CH:12][C:11]([C:14]3[CH:19]=[CH:18][CH:17]=[CH:16][CH:15]=3)=[CH:10][CH:9]=2)[CH2:5][C:4]([O:3][CH2:1][CH3:2])=[O:24])[O:22][CH:26]=1)=[O:29])[CH3:32], predict the reactants needed to synthesize it. The reactants are: [CH2:1]([O:3][C:4](=[O:24])[CH2:5][C@H:6]([NH:20][C:21]([NH2:23])=[O:22])[CH2:7][C:8]1[CH:13]=[CH:12][C:11]([C:14]2[CH:19]=[CH:18][CH:17]=[CH:16][CH:15]=2)=[CH:10][CH:9]=1)[CH3:2].Br[CH2:26][C:27](=O)[C:28]([O:30][CH2:31][CH3:32])=[O:29]. (2) Given the product [Br:16][CH2:13][C:10]1[CH:9]=[CH:8][C:7]([C:5]([CH:4]2[CH2:3][CH2:2]2)=[O:6])=[CH:12][CH:11]=1, predict the reactants needed to synthesize it. The reactants are: Cl[CH2:2][CH2:3][CH2:4][C:5]([C:7]1[CH:12]=[CH:11][C:10]([CH:13](C)C)=[CH:9][CH:8]=1)=[O:6].[Br:16]N1C(=O)CCC1=O. (3) Given the product [Cl:45][C:27]1[CH:26]=[C:25]([NH:24][C:22]2[C:23]3[N:15]([CH2:14][CH2:13][O:12][CH2:11][CH2:10][OH:9])[CH:16]=[CH:17][C:18]=3[N:19]=[CH:20][N:21]=2)[CH:44]=[CH:43][C:28]=1[O:29][CH:30]1[CH2:35][CH2:34][N:33]([C:36]([O:38][C:39]([CH3:40])([CH3:41])[CH3:42])=[O:37])[CH2:32][CH2:31]1, predict the reactants needed to synthesize it. The reactants are: C([O:9][CH2:10][CH2:11][O:12][CH2:13][CH2:14][N:15]1[C:23]2[C:22]([NH:24][C:25]3[CH:44]=[CH:43][C:28]([O:29][CH:30]4[CH2:35][CH2:34][N:33]([C:36]([O:38][C:39]([CH3:42])([CH3:41])[CH3:40])=[O:37])[CH2:32][CH2:31]4)=[C:27]([Cl:45])[CH:26]=3)=[N:21][CH:20]=[N:19][C:18]=2[CH:17]=[CH:16]1)(=O)C1C=CC=CC=1.O. (4) Given the product [O:1]1[CH:5]=[CH:4][CH:3]=[C:2]1[C:6]1[O:7][C:8]([CH3:31])=[C:9]([CH2:11][O:12][C:13]2[CH:28]=[CH:27][C:16]([CH2:17][O:18][C:19]3[C:20](/[CH:21]=[CH:32]/[P:33](=[O:40])([O:37][CH2:38][CH3:39])[O:34][CH2:35][CH3:36])=[CH:23][CH:24]=[CH:25][N:26]=3)=[CH:15][C:14]=2[O:29][CH3:30])[N:10]=1, predict the reactants needed to synthesize it. The reactants are: [O:1]1[CH:5]=[CH:4][CH:3]=[C:2]1[C:6]1[O:7][C:8]([CH3:31])=[C:9]([CH2:11][O:12][C:13]2[CH:28]=[CH:27][C:16]([CH2:17][O:18][C:19]3[N:26]=[CH:25][CH:24]=[CH:23][C:20]=3[CH:21]=O)=[CH:15][C:14]=2[O:29][CH3:30])[N:10]=1.[CH2:32](P(=O)(OCC)OCC)[P:33](=[O:40])([O:37][CH2:38][CH3:39])[O:34][CH2:35][CH3:36].CN(C)C=O.[H-].[Na+].